Dataset: Forward reaction prediction with 1.9M reactions from USPTO patents (1976-2016). Task: Predict the product of the given reaction. (1) Given the reactants [CH2:1]([O:8][C:9]1[CH:10]=[C:11]([CH2:15]O)[CH:12]=[CH:13][CH:14]=1)[C:2]1[CH:7]=[CH:6][CH:5]=[CH:4][CH:3]=1.ClC(Cl)C.S(Cl)(Cl)=O.[C-:25]#[N:26].[Na+], predict the reaction product. The product is: [CH2:1]([O:8][C:9]1[CH:10]=[C:11]([CH2:15][C:25]#[N:26])[CH:12]=[CH:13][CH:14]=1)[C:2]1[CH:7]=[CH:6][CH:5]=[CH:4][CH:3]=1. (2) Given the reactants [OH:1][CH2:2][CH2:3][C:4]1[CH:23]=[CH:22][C:7]([CH2:8][N:9]2[CH2:14][CH2:13][N:12]([C:15]([O:17][C:18]([CH3:21])([CH3:20])[CH3:19])=[O:16])[CH2:11][CH2:10]2)=[CH:6][CH:5]=1.[CH:24]1[C:29](O)=[CH:28][CH:27]=[C:26]([CH3:31])[CH:25]=1.C1(P(C2C=CC=CC=2)C2C=CC=CC=2)C=CC=CC=1.CCOC(/N=N/C(OCC)=O)=O, predict the reaction product. The product is: [CH3:31][C:26]1[CH:27]=[CH:28][C:29]([O:1][CH2:2][CH2:3][C:4]2[CH:5]=[CH:6][C:7]([CH2:8][N:9]3[CH2:14][CH2:13][N:12]([C:15]([O:17][C:18]([CH3:20])([CH3:19])[CH3:21])=[O:16])[CH2:11][CH2:10]3)=[CH:22][CH:23]=2)=[CH:24][CH:25]=1. (3) Given the reactants [Br:1][C:2]1[CH:3]=[C:4]([S:15](Cl)(=[O:17])=[O:16])[CH:5]=[CH:6][C:7]=1[NH:8][C:9](=[O:14])[C:10]([F:13])([F:12])[F:11].[OH-].[NH4+:20], predict the reaction product. The product is: [Br:1][C:2]1[CH:3]=[C:4]([S:15](=[O:17])(=[O:16])[NH2:20])[CH:5]=[CH:6][C:7]=1[NH:8][C:9](=[O:14])[C:10]([F:13])([F:12])[F:11]. (4) Given the reactants Br[C:2]1[S:6][C:5]([C:7]2[S:8][C:9]3[N:10]=[C:11]([C:15]4[S:16][C:17](Br)=[C:18]([Br:34])[C:19]=4[CH2:20][CH2:21][CH2:22][CH2:23][CH2:24][CH2:25][CH2:26][CH2:27][CH2:28][CH2:29][CH2:30][CH2:31][CH2:32][CH3:33])[S:12][C:13]=3[N:14]=2)=[C:4]([CH2:36][CH2:37][CH2:38][CH2:39][CH2:40][CH2:41][CH2:42][CH2:43][CH2:44][CH2:45][CH2:46][CH2:47][CH2:48][CH3:49])[C:3]=1[Br:50].Cl.C(O)(=O)C.C(O)C, predict the reaction product. The product is: [Br:50][C:3]1[C:4]([CH2:36][CH2:37][CH2:38][CH2:39][CH2:40][CH2:41][CH2:42][CH2:43][CH2:44][CH2:45][CH2:46][CH2:47][CH2:48][CH3:49])=[C:5]([C:7]2[S:8][C:9]3[N:10]=[C:11]([C:15]4[S:16][CH:17]=[C:18]([Br:34])[C:19]=4[CH2:20][CH2:21][CH2:22][CH2:23][CH2:24][CH2:25][CH2:26][CH2:27][CH2:28][CH2:29][CH2:30][CH2:31][CH2:32][CH3:33])[S:12][C:13]=3[N:14]=2)[S:6][CH:2]=1. (5) Given the reactants [F:1][C:2]1[CH:3]=[C:4]([NH2:10])[C:5]([NH:8][CH3:9])=[CH:6][CH:7]=1.[Cl:11][CH2:12][C:13](O)=O, predict the reaction product. The product is: [Cl:11][CH2:12][C:13]1[N:8]([CH3:9])[C:5]2[CH:6]=[CH:7][C:2]([F:1])=[CH:3][C:4]=2[N:10]=1. (6) The product is: [CH:11]([OH:13])=[O:12].[F:26][C:27]1[C:28]([NH:39][C:11](=[O:13])[CH2:10][CH2:9][CH2:8][N:2]2[CH2:3][CH2:4][CH2:5][CH2:6][CH2:7]2)=[N:29][NH:30][C:31]=1[C:32]1[CH:33]=[N:34][C:35]([CH3:38])=[CH:36][CH:37]=1. Given the reactants Cl.[N:2]1([CH2:8][CH2:9][CH2:10][C:11]([OH:13])=[O:12])[CH2:7][CH2:6][CH2:5][CH2:4][CH2:3]1.C1N=CN(C(N2C=NC=C2)=O)C=1.[F:26][C:27]1[C:31]([C:32]2[CH:33]=[N:34][C:35]([CH3:38])=[CH:36][CH:37]=2)=[N:30][NH:29][C:28]=1[NH2:39], predict the reaction product.